From a dataset of Full USPTO retrosynthesis dataset with 1.9M reactions from patents (1976-2016). Predict the reactants needed to synthesize the given product. The reactants are: [NH2:1][C:2]1[CH:3]=[N:4][C:5]([N:8]2[CH2:13][CH2:12][CH2:11][C:10]3([CH2:18][CH2:17][N:16]([C:19]([O:21][C:22]([CH3:25])([CH3:24])[CH3:23])=[O:20])[CH2:15][CH2:14]3)[CH2:9]2)=[N:6][CH:7]=1.[N-:26]=[N+:27]=[N-:28].[Na+].[CH:30](OCC)(OCC)OCC. Given the product [N:1]1([C:2]2[CH:7]=[N:6][C:5]([N:8]3[CH2:13][CH2:12][CH2:11][C:10]4([CH2:18][CH2:17][N:16]([C:19]([O:21][C:22]([CH3:25])([CH3:24])[CH3:23])=[O:20])[CH2:15][CH2:14]4)[CH2:9]3)=[N:4][CH:3]=2)[CH:30]=[N:28][N:27]=[N:26]1, predict the reactants needed to synthesize it.